Dataset: Forward reaction prediction with 1.9M reactions from USPTO patents (1976-2016). Task: Predict the product of the given reaction. (1) The product is: [CH3:20][O:19][CH2:18][CH2:17][O:16][C:4]1[CH:5]=[C:6]2[C:10](=[C:2]([NH:1][S:28]([C:23]3[CH:24]=[CH:25][CH:26]=[CH:27][N:22]=3)(=[O:30])=[O:29])[CH:3]=1)[NH:9][C:8]([C:11]([O:13][CH2:14][CH3:15])=[O:12])=[CH:7]2. Given the reactants [NH2:1][C:2]1[CH:3]=[C:4]([O:16][CH2:17][CH2:18][O:19][CH3:20])[CH:5]=[C:6]2[C:10]=1[NH:9][C:8]([C:11]([O:13][CH2:14][CH3:15])=[O:12])=[CH:7]2.Cl.[N:22]1[CH:27]=[CH:26][CH:25]=[CH:24][C:23]=1[S:28](Cl)(=[O:30])=[O:29], predict the reaction product. (2) Given the reactants Cl.Br[C:3]1[CH:8]=[CH:7][N:6]=[CH:5][CH:4]=1.[CH2:9]([O:11][C:12]([C:14]1[CH:15]=[C:16](B(O)O)[CH:17]=[CH:18][CH:19]=1)=[O:13])[CH3:10], predict the reaction product. The product is: [N:6]1[CH:7]=[CH:8][C:3]([C:18]2[CH:19]=[C:14]([CH:15]=[CH:16][CH:17]=2)[C:12]([O:11][CH2:9][CH3:10])=[O:13])=[CH:4][CH:5]=1. (3) Given the reactants [CH3:1][N:2]([C:4]1[CH:11]=[CH:10][CH:9]=[CH:8][C:5]=1[CH:6]=O)[CH3:3].[S:12]1[CH2:18][C:16](=[O:17])[NH:15][C:13]1=S.[NH:19]1[CH2:24][CH2:23][CH2:22][CH2:21][CH2:20]1, predict the reaction product. The product is: [CH3:1][N:2]([CH3:3])[C:4]1[CH:11]=[CH:10][CH:9]=[CH:8][C:5]=1/[CH:6]=[C:18]1/[C:16](=[O:17])[N:15]=[C:13]([N:19]2[CH2:24][CH2:23][CH2:22][CH2:21][CH2:20]2)[S:12]/1. (4) Given the reactants I[C:2]1[CH:11]=[CH:10][C:5]([C:6]([O:8][CH3:9])=[O:7])=[CH:4][C:3]=1[O:12][CH:13]=[C:14]([C:16]1[CH:25]=[CH:24][C:23]2[C:22]([CH3:27])([CH3:26])[CH2:21][CH2:20][C:19]([CH3:29])([CH3:28])[C:18]=2[CH:17]=1)[CH3:15].C[O-].[Na+].CO.[CH3:35][C:36]([C:39]1[CH:40]=[C:41](B2OB([C:41]3[CH:42]=[C:43]([C:50]([CH3:53])([CH3:52])[CH3:51])[C:44]([O:45][Si](C)(C)C)=[C:39]([C:36]([CH3:35])([CH3:37])[CH3:38])[CH:40]=3)OB([C:41]3[CH:42]=[C:43]([C:50]([CH3:53])([CH3:52])[CH3:51])[C:44]([O:45][Si](C)(C)C)=[C:39]([C:36]([CH3:35])([CH3:37])[CH3:38])[CH:40]=3)O2)[CH:42]=[C:43]([C:50]([CH3:53])([CH3:52])[CH3:51])[C:44]=1[O:45][Si](C)(C)C)([CH3:38])[CH3:37], predict the reaction product. The product is: [CH3:26][C:22]1([CH3:27])[CH2:21][CH2:20][C:19]([CH3:29])([CH3:28])[C:18]2[CH:17]=[C:16]([C:14]3([CH2:15][C:41]4[CH:42]=[C:43]([C:50]([CH3:51])([CH3:52])[CH3:53])[C:44]([OH:45])=[C:39]([C:36]([CH3:38])([CH3:37])[CH3:35])[CH:40]=4)[C:2]4[CH:11]=[CH:10][C:5]([C:6]([O:8][CH3:9])=[O:7])=[CH:4][C:3]=4[O:12][CH2:13]3)[CH:25]=[CH:24][C:23]1=2. (5) Given the reactants C(OC([NH:11][CH:12]1[N:18]=[C:17]([C:19]2[CH:24]=[CH:23][CH:22]=[CH:21][CH:20]=2)[C:16]2[CH:25]=[CH:26][CH:27]=[CH:28][C:15]=2[N:14]([CH2:29][C:30](=[O:37])[C:31]2[CH:36]=[CH:35][CH:34]=[CH:33][CH:32]=2)[C:13]1=[O:38])=O)C1C=CC=CC=1, predict the reaction product. The product is: [NH2:11][CH:12]1[N:18]=[C:17]([C:19]2[CH:24]=[CH:23][CH:22]=[CH:21][CH:20]=2)[C:16]2[CH:25]=[CH:26][CH:27]=[CH:28][C:15]=2[N:14]([CH2:29][C:30](=[O:37])[C:31]2[CH:32]=[CH:33][CH:34]=[CH:35][CH:36]=2)[C:13]1=[O:38]. (6) Given the reactants [NH:1]1[C:5]2[CH:6]=[CH:7][CH:8]=[CH:9][C:4]=2[N:3]=[C:2]1[CH2:10][O:11][C:12]1[C:17]([O:18][CH3:19])=[CH:16][C:15]([CH:20]([C:22]2[C:30]3[C:25](=[N:26][CH:27]=[C:28]([Cl:31])[CH:29]=3)[NH:24][CH:23]=2)O)=[C:14]([Cl:32])[CH:13]=1.C(#N)C.FC(F)(F)C(O)=O.C([SiH](CC)CC)C, predict the reaction product. The product is: [Cl:32][C:14]1[C:15]([CH2:20][C:22]2[C:30]3[C:25](=[N:26][CH:27]=[C:28]([Cl:31])[CH:29]=3)[NH:24][CH:23]=2)=[CH:16][C:17]([O:18][CH3:19])=[C:12]([CH:13]=1)[O:11][CH2:10][C:2]1[NH:3][C:4]2[CH:9]=[CH:8][CH:7]=[CH:6][C:5]=2[N:1]=1. (7) Given the reactants [NH:1]1[C:5]2[CH:6]=[CH:7][CH:8]=[CH:9][C:4]=2[N:3]=[C:2]1[CH2:10][N:11]([CH2:22][C:23]1[CH:28]=[CH:27][CH:26]=[CH:25][CH:24]=1)[CH:12]1[C:21]2[N:20]=[CH:19][CH:18]=[CH:17][C:16]=2[CH2:15][CH2:14][CH2:13]1.Br[CH2:30][CH2:31][CH2:32][C:33]#[N:34].CN(CC1N(CC2C=NC=CC=2)C2C=CC=CC=2N=1)C1C2N=CC=CC=2CCC1, predict the reaction product. The product is: [C:23]1([CH2:22][N:11]([CH2:10][C:2]2[N:3]([CH2:30][CH2:31][CH2:32][C:33]#[N:34])[C:4]3[CH:9]=[CH:8][CH:7]=[CH:6][C:5]=3[N:1]=2)[CH:12]2[C:21]3[N:20]=[CH:19][CH:18]=[CH:17][C:16]=3[CH2:15][CH2:14][CH2:13]2)[CH:28]=[CH:27][CH:26]=[CH:25][CH:24]=1. (8) Given the reactants [CH3:1][O:2][C:3]1[CH:4]=[C:5]([N:12]2[CH2:17][CH2:16][C:15](=O)[CH2:14][CH2:13]2)[CH:6]=[CH:7][C:8]=1[N+:9]([O-:11])=[O:10].[CH3:19][C@@H:20]1[O:25][C@H:24]([CH3:26])[CH2:23][NH:22][CH2:21]1, predict the reaction product. The product is: [CH3:1][O:2][C:3]1[CH:4]=[C:5]([N:12]2[CH2:17][CH2:16][CH:15]([N:22]3[CH2:21][C@@H:20]([CH3:19])[O:25][C@@H:24]([CH3:26])[CH2:23]3)[CH2:14][CH2:13]2)[CH:6]=[CH:7][C:8]=1[N+:9]([O-:11])=[O:10]. (9) Given the reactants Br[C:2]1[CH:3]=[CH:4][C:5]2[O:6][CH2:7][CH2:8][N:9]([C:12]([NH:14][C:15]3[CH:20]=[CH:19][C:18]([CH3:21])=[CH:17][N:16]=3)=[O:13])[C:10]=2[N:11]=1.[Li]CCCC.CN([CH:30]=[O:31])C, predict the reaction product. The product is: [CH:30]([C:2]1[CH:3]=[CH:4][C:5]2[O:6][CH2:7][CH2:8][N:9]([C:12]([NH:14][C:15]3[CH:20]=[CH:19][C:18]([CH3:21])=[CH:17][N:16]=3)=[O:13])[C:10]=2[N:11]=1)=[O:31].